Predict the reaction yield, written as a fraction of the theoretical maximum amount of product (1.0 means a 100% yield; for example, 0.34 means a 34% yield). From a dataset of Reaction yield outcomes from USPTO patents with 853,638 reactions. (1) The reactants are [Br:1][C:2]1[CH:10]=[CH:9][C:5]([C:6](Cl)=[O:7])=[C:4]([F:11])[CH:3]=1.[CH3:12][O:13][C:14]1[CH:19]=[C:18]([NH2:20])[CH:17]=[CH:16][N:15]=1.N1C=CC=CC=1.Cl. The catalyst is ClCCl. The product is [Br:1][C:2]1[CH:10]=[CH:9][C:5]([C:6]([NH:20][C:18]2[CH:17]=[CH:16][N:15]=[C:14]([O:13][CH3:12])[CH:19]=2)=[O:7])=[C:4]([F:11])[CH:3]=1. The yield is 0.440. (2) The reactants are N(C(C)=O)(CNC(C)=O)CNC(C)=O.C=O.O.[C:18]([OH:21])(=[O:20])[CH3:19].N(CC(O)=O)CC(O)=O.[C:31]([NH:34][CH2:35][C:36]([OH:38])=[O:37])(=[O:33])[CH3:32]. The catalyst is COCCOC. The product is [C:31]([N:34]([CH2:35][C:36]([OH:38])=[O:37])[CH2:19][C:18]([OH:21])=[O:20])(=[O:33])[CH3:32]. The yield is 0.910. (3) The reactants are [Cl:1][C:2]1[C:10]2[O:9][CH2:8][O:7][C:6]=2[CH:5]=[C:4]([CH2:11]Cl)[CH:3]=1.[C-:13]#[N:14].[Na+].O. The catalyst is CS(C)=O. The product is [Cl:1][C:2]1[C:10]2[O:9][CH2:8][O:7][C:6]=2[CH:5]=[C:4]([CH2:11][C:13]#[N:14])[CH:3]=1. The yield is 0.580. (4) The reactants are [CH2:1]([O:17]CCCOS(C)(=O)=O)[CH2:2][CH2:3][CH2:4][CH2:5][CH2:6][CH2:7][CH2:8][CH2:9][CH2:10][CH2:11][CH2:12][CH2:13][CH2:14][CH:15]=[CH2:16].CCN(C(C)C)C(C)C. The catalyst is CN1C(=O)CCC1. The product is [CH2:1]([OH:17])[CH2:2][CH2:3][CH2:4][CH2:5][CH2:6][CH2:7][CH2:8][CH2:9][CH2:10][CH2:11][CH2:12][CH2:13][CH2:14][CH:15]=[CH2:16]. The yield is 0.450. (5) The reactants are [H-].[Na+].[F:3][C:4]([F:9])([F:8])[CH2:5][CH2:6][OH:7].I[C:11]1[S:12][CH:13]=[CH:14][CH:15]=1. The catalyst is O1CCCC1.[Cu]I. The product is [F:3][C:4]([F:9])([F:8])[CH2:5][CH2:6][O:7][C:11]1[S:12][CH:13]=[CH:14][CH:15]=1. The yield is 0.570. (6) The reactants are [C:1]([O:5][CH:6]([C:11]1[C:12]([C:21]2[CH:22]=[CH:23][C:24]3[O:29][CH2:28][CH2:27][CH2:26][C:25]=3[CH:30]=2)=[C:13]([CH:18]=[CH:19][CH:20]=1)[C:14]([O:16][CH3:17])=[O:15])[C:7]([O:9]C)=[O:8])([CH3:4])([CH3:3])[CH3:2].[OH-].[Li+].Cl. The catalyst is O1CCCC1.O.[Cl-].[Na+].O. The product is [C:1]([O:5][CH:6]([C:11]1[CH:20]=[CH:19][CH:18]=[C:13]([C:14]([O:16][CH3:17])=[O:15])[C:12]=1[C:21]1[CH:22]=[CH:23][C:24]2[O:29][CH2:28][CH2:27][CH2:26][C:25]=2[CH:30]=1)[C:7]([OH:9])=[O:8])([CH3:4])([CH3:2])[CH3:3]. The yield is 0.890. (7) The reactants are [CH3:1][O:2][C:3]1[CH:4]=[C:5]([C:11]2[N:16]=[C:15]([C:17]#[C:18][Si](C)(C)C)[C:14]([C:23]([NH:25][C:26]3[CH:27]=[N:28][N:29]([CH2:31][C:32]([F:35])([F:34])[F:33])[CH:30]=3)=[O:24])=[CH:13][CH:12]=2)[CH:6]=[N:7][C:8]=1[O:9][CH3:10].CC[O-].[Na+]. The catalyst is CCO. The product is [CH3:1][O:2][C:3]1[CH:4]=[C:5]([C:11]2[N:16]=[C:15]3[C:17](=[CH2:18])[N:25]([C:26]4[CH:27]=[N:28][N:29]([CH2:31][C:32]([F:35])([F:34])[F:33])[CH:30]=4)[C:23](=[O:24])[C:14]3=[CH:13][CH:12]=2)[CH:6]=[N:7][C:8]=1[O:9][CH3:10]. The yield is 0.930. (8) The reactants are [CH3:1][O:2][CH2:3][CH2:4][O:5][CH2:6][O:7][C:8]1[CH:13]=[CH:12][CH:11]=[CH:10][C:9]=1[N:14]1[CH2:19][CH2:18][N:17]([CH2:20][C:21]([NH:23][C:24]2[CH:29]=[CH:28][CH:27]=[CH:26][N:25]=2)=O)[CH2:16][CH2:15]1.[H-].[H-].[H-].[H-].[Li+].[Al+3]. The catalyst is C1COCC1. The product is [CH3:1][O:2][CH2:3][CH2:4][O:5][CH2:6][O:7][C:8]1[CH:13]=[CH:12][CH:11]=[CH:10][C:9]=1[N:14]1[CH2:19][CH2:18][N:17]([CH2:20][CH2:21][NH:23][C:24]2[CH:29]=[CH:28][CH:27]=[CH:26][N:25]=2)[CH2:16][CH2:15]1. The yield is 0.400. (9) The reactants are [F:1][C:2]1[CH:7]=[CH:6][C:5]([C:8]2[CH:17]=[CH:16][N:15]=[C:14]3[C:9]=2[CH:10]=[CH:11][C:12](=[O:18])[NH:13]3)=[CH:4][CH:3]=1.[F:19][C:20]1[CH:25]=[CH:24][C:23](B(O)O)=[CH:22][CH:21]=1.C(N(CC)CC)C.FOB(C1C=CC=CC=1)O. The catalyst is ClCCl.C([O-])(=O)C.[Cu+2].C([O-])(=O)C.N1C=CC=CC=1. The product is [F:19][C:20]1[CH:25]=[CH:24][C:23]([N:13]2[C:14]3[C:9](=[C:8]([C:5]4[CH:4]=[CH:3][C:2]([F:1])=[CH:7][CH:6]=4)[CH:17]=[CH:16][N:15]=3)[CH:10]=[CH:11][C:12]2=[O:18])=[CH:22][CH:21]=1. The yield is 0.360. (10) The reactants are Br[C:2]1[CH:11]=[C:10]2[C:5]([CH:6]=[CH:7][N:8]=[CH:9]2)=[CH:4][C:3]=1[O:12][CH3:13].C([Sn](CCCC)(CCCC)[C:19]1[CH:24]=[CH:23][CH:22]=[CH:21][N:20]=1)CCC. The catalyst is CN(C)C=O.[Cu]=O. The product is [CH3:13][O:12][C:3]1[CH:4]=[C:5]2[C:10](=[CH:11][C:2]=1[C:19]1[CH:24]=[CH:23][CH:22]=[CH:21][N:20]=1)[CH:9]=[N:8][CH:7]=[CH:6]2. The yield is 0.620.